The task is: Predict the product of the given reaction.. This data is from Forward reaction prediction with 1.9M reactions from USPTO patents (1976-2016). Given the reactants [CH:1]([C:3]1[CH:13]=[CH:12][C:6]([O:7][CH2:8][C:9]([OH:11])=O)=[CH:5][CH:4]=1)=[O:2].S(Cl)(Cl)=O.[F:18][C:19]1[CH:20]=[C:21]([C:32]2[CH:36]=[C:35]([CH2:37][NH:38][C:39]3[CH:43]=[CH:42][O:41][N:40]=3)[O:34][N:33]=2)[CH:22]=[C:23]([F:31])[C:24]=1[N:25]1[CH2:30][CH2:29][NH:28][CH2:27][CH2:26]1.C(N(CC)C(C)C)(C)C, predict the reaction product. The product is: [F:18][C:19]1[CH:20]=[C:21]([C:32]2[CH:36]=[C:35]([CH2:37][NH:38][C:39]3[CH:43]=[CH:42][O:41][N:40]=3)[O:34][N:33]=2)[CH:22]=[C:23]([F:31])[C:24]=1[N:25]1[CH2:26][CH2:27][N:28]([C:9](=[O:11])[CH2:8][O:7][C:6]2[CH:5]=[CH:4][C:3]([CH:1]=[O:2])=[CH:13][CH:12]=2)[CH2:29][CH2:30]1.